Dataset: Forward reaction prediction with 1.9M reactions from USPTO patents (1976-2016). Task: Predict the product of the given reaction. Given the reactants Cl.Cl.[C:3]1([C@H:13]([NH:15][C@@H:16]2[CH2:20][CH2:19][NH:18][CH2:17]2)[CH3:14])[C:12]2[C:7](=[CH:8][CH:9]=[CH:10][CH:11]=2)[CH:6]=[CH:5][CH:4]=1.Cl[C:22]1[CH:31]=[C:30]([C:32]([F:35])([F:34])[F:33])[C:25]([C:26]([O:28][CH3:29])=[O:27])=[CH:24][N:23]=1.C(=O)([O-])[O-].[K+].[K+].O, predict the reaction product. The product is: [C:3]1([C@H:13]([NH:15][C@@H:16]2[CH2:20][CH2:19][N:18]([C:22]3[CH:31]=[C:30]([C:32]([F:33])([F:35])[F:34])[C:25]([C:26]([O:28][CH3:29])=[O:27])=[CH:24][N:23]=3)[CH2:17]2)[CH3:14])[C:12]2[C:7](=[CH:8][CH:9]=[CH:10][CH:11]=2)[CH:6]=[CH:5][CH:4]=1.